Dataset: Reaction yield outcomes from USPTO patents with 853,638 reactions. Task: Predict the reaction yield, written as a fraction of the theoretical maximum amount of product (1.0 means a 100% yield; for example, 0.34 means a 34% yield). (1) The reactants are [CH:1]1[C:10]2[C:5](=[CH:6][CH:7]=[CH:8][CH:9]=2)[CH:4]=[CH:3][C:2]=1[SH:11].[H-].[Na+].[CH3:14][C:15]1([CH3:24])[O:23][C@@H:22]2[C@@H:17]([CH2:18][O:19][C:20]2=[O:21])[O:16]1. The catalyst is CN(C=O)C.CCOC(C)=O. The product is [CH3:14][C:15]1([CH3:24])[O:23][C@@H:22]([C:20]([OH:21])=[O:19])[C@@H:17]([CH2:18][S:11][C:2]2[CH:3]=[CH:4][C:5]3[C:10](=[CH:9][CH:8]=[CH:7][CH:6]=3)[CH:1]=2)[O:16]1. The yield is 0.810. (2) The reactants are Br[C:2]1[C:3]([C:10]([O:12]C)=O)=[N:4][C:5]([S:8][CH3:9])=[N:6][CH:7]=1.Cl.[NH2:15][C:16]1[CH:21]=[C:20]([C:22]([O:24][CH3:25])=[O:23])[CH:19]=[CH:18][C:17]=1B(O)O.C([O-])(=O)C.[Na+]. The catalyst is CN(C=O)C. The product is [CH3:9][S:8][C:5]1[N:6]=[CH:7][C:2]2[C:17]3[CH:18]=[CH:19][C:20]([C:22]([O:24][CH3:25])=[O:23])=[CH:21][C:16]=3[NH:15][C:10](=[O:12])[C:3]=2[N:4]=1. The yield is 0.100. (3) The catalyst is O1CCCC1.CCCCCC. The reactants are [CH:1]1([NH:6][C:7]([N:9]2[C:17]3[C:12](=[CH:13][C:14]([O:18][C:19]4[CH:24]=[CH:23][N:22]=[C:21]([NH2:25])[CH:20]=4)=[CH:15][CH:16]=3)[CH:11]=[CH:10]2)=[O:8])[CH2:5][CH2:4][CH2:3][CH2:2]1.C(N(CC)CC)C.N1C=[CH:37][CH:36]=[CH:35][CH:34]=1.Cl[C:40]([O:42][C:43]1[CH:48]=[CH:47][CH:46]=[CH:45][CH:44]=1)=[O:41].[C:49]([O:52][CH2:53][CH3:54])(=[O:51])C. The yield is 0.952. The product is [CH:1]1([NH:6][C:7]([N:9]2[C:17]3[C:12](=[CH:13][C:14]([O:18][C:19]4[CH:24]=[CH:23][N:22]=[C:21]([N:25]([C:49]([O:52][C:53]5[CH:54]=[CH:37][CH:36]=[CH:35][CH:34]=5)=[O:51])[C:40](=[O:41])[O:42][C:43]5[CH:48]=[CH:47][CH:46]=[CH:45][CH:44]=5)[CH:20]=4)=[CH:15][CH:16]=3)[CH:11]=[CH:10]2)=[O:8])[CH2:2][CH2:3][CH2:4][CH2:5]1. (4) The reactants are [CH3:1][C:2]1[NH:3][CH:4]=[CH:5][N:6]=1.[CH2:7]([O:14][CH2:15][C@H:16]([NH:34][C:35](=[O:38])[CH2:36]Cl)[C:17]([NH:19][C:20]1[CH:25]=[CH:24][C:23]([O:26][C:27]2[CH:32]=[CH:31][C:30]([F:33])=[CH:29][CH:28]=2)=[CH:22][CH:21]=1)=[O:18])[C:8]1[CH:13]=[CH:12][CH:11]=[CH:10][CH:9]=1.CN(C=O)C. The catalyst is C(OCC)(=O)C. The product is [CH2:7]([O:14][CH2:15][C@H:16]([NH:34][C:35](=[O:38])[CH2:36][N:3]1[CH:4]=[CH:5][N:6]=[C:2]1[CH3:1])[C:17]([NH:19][C:20]1[CH:25]=[CH:24][C:23]([O:26][C:27]2[CH:32]=[CH:31][C:30]([F:33])=[CH:29][CH:28]=2)=[CH:22][CH:21]=1)=[O:18])[C:8]1[CH:13]=[CH:12][CH:11]=[CH:10][CH:9]=1. The yield is 0.510. (5) The reactants are [F:1][C:2]1[CH:7]=[CH:6][C:5]([C:8]2([C:14](O)=O)[CH2:13][CH2:12][CH2:11][CH2:10][CH2:9]2)=[CH:4][CH:3]=1.[CH3:17][NH:18][CH3:19]. No catalyst specified. The product is [F:1][C:2]1[CH:7]=[CH:6][C:5]([C:8]2([CH2:14][N:18]([CH3:19])[CH3:17])[CH2:13][CH2:12][CH2:11][CH2:10][CH2:9]2)=[CH:4][CH:3]=1. The yield is 0.0900. (6) The reactants are [F:1][CH:2]([F:35])[O:3][C:4]1[CH:5]=[C:6]([N:14]([CH2:28][C:29]2[CH:30]=[N:31][CH:32]=[CH:33][CH:34]=2)[C:15]2[CH:27]=[CH:26][C:18]([C:19]([O:21]C(C)(C)C)=[O:20])=[CH:17][CH:16]=2)[CH:7]=[CH:8][C:9]=1[O:10][CH:11]([F:13])[F:12].FC(F)(F)C(O)=O. The catalyst is ClCCl. The product is [F:35][CH:2]([F:1])[O:3][C:4]1[CH:5]=[C:6]([N:14]([CH2:28][C:29]2[CH:30]=[N:31][CH:32]=[CH:33][CH:34]=2)[C:15]2[CH:16]=[CH:17][C:18]([C:19]([OH:21])=[O:20])=[CH:26][CH:27]=2)[CH:7]=[CH:8][C:9]=1[O:10][CH:11]([F:13])[F:12]. The yield is 0.730. (7) The reactants are [CH2:1]([O:8][CH2:9][C@@H:10]([NH:14][C:15](=[O:27])[C:16]([NH:19][C:20]([O:22][C:23]([CH3:26])([CH3:25])[CH3:24])=[O:21])([CH3:18])[CH3:17])[C:11](O)=[O:12])[C:2]1[CH:7]=[CH:6][CH:5]=[CH:4][CH:3]=1.[F:28][C:29]1[CH:34]=[CH:33][C:32]([CH:35]2[C:39]3([CH2:44][CH2:43][CH2:42][NH:41][CH2:40]3)[C:38](=[O:45])[N:37]([CH3:46])[CH2:36]2)=[CH:31][CH:30]=1.C(P1(=O)OP(CCC)(=O)OP(CCC)(=O)O1)CC. The catalyst is CC#N.C(=O)(O)[O-].[Na+].C(Cl)Cl. The product is [CH2:1]([O:8][CH2:9][C@@H:10]([NH:14][C:15](=[O:27])[C:16]([NH:19][C:20](=[O:21])[O:22][C:23]([CH3:24])([CH3:26])[CH3:25])([CH3:18])[CH3:17])[C:11]([N:41]1[CH2:42][CH2:43][CH2:44][C:39]2([C:38](=[O:45])[N:37]([CH3:46])[CH2:36][CH:35]2[C:32]2[CH:33]=[CH:34][C:29]([F:28])=[CH:30][CH:31]=2)[CH2:40]1)=[O:12])[C:2]1[CH:3]=[CH:4][CH:5]=[CH:6][CH:7]=1. The yield is 0.970. (8) The reactants are I[C:2]1[CH:3]=[C:4]2[C:8](=[CH:9][CH:10]=1)[N:7]([CH:11]1[CH2:16][CH2:15][CH2:14][CH2:13][O:12]1)[N:6]=[C:5]2[CH:17]=[O:18].B1(B2OC(C)(C)C(C)(C)O2)OC(C)(C)C(C)(C)O1.CC([O-])=O.[K+].[O-]P([O-])([O-])=O.[K+].[K+].[K+].Br[C:51]1[CH:52]=[N:53][CH:54]=[C:55]([CH:63]=1)[C:56]([NH:58][CH2:59][CH:60]1[CH2:62][CH2:61]1)=[O:57]. The catalyst is C1C=CC(P(C2C=CC=CC=2)[C-]2C=CC=C2)=CC=1.C1C=CC(P(C2C=CC=CC=2)[C-]2C=CC=C2)=CC=1.Cl[Pd]Cl.[Fe+2].C1C=CC([P]([Pd]([P](C2C=CC=CC=2)(C2C=CC=CC=2)C2C=CC=CC=2)([P](C2C=CC=CC=2)(C2C=CC=CC=2)C2C=CC=CC=2)[P](C2C=CC=CC=2)(C2C=CC=CC=2)C2C=CC=CC=2)(C2C=CC=CC=2)C2C=CC=CC=2)=CC=1.O.CN(C=O)C. The product is [CH:60]1([CH2:59][NH:58][C:56](=[O:57])[C:55]2[CH:63]=[C:51]([C:2]3[CH:3]=[C:4]4[C:8](=[CH:9][CH:10]=3)[N:7]([CH:11]3[CH2:16][CH2:15][CH2:14][CH2:13][O:12]3)[N:6]=[C:5]4[CH:17]=[O:18])[CH:52]=[N:53][CH:54]=2)[CH2:62][CH2:61]1. The yield is 0.900.